This data is from TCR-epitope binding with 47,182 pairs between 192 epitopes and 23,139 TCRs. The task is: Binary Classification. Given a T-cell receptor sequence (or CDR3 region) and an epitope sequence, predict whether binding occurs between them. The epitope is HTTDPSFLGRY. The TCR CDR3 sequence is CASTGGVNDNEQFF. Result: 1 (the TCR binds to the epitope).